Dataset: Full USPTO retrosynthesis dataset with 1.9M reactions from patents (1976-2016). Task: Predict the reactants needed to synthesize the given product. (1) Given the product [NH2:1][C:2](=[O:45])[CH2:3][N:4]([CH3:44])[C:5](=[O:43])[C:6]1[CH:11]=[CH:10][CH:9]=[C:8]([N:12]2[C:20]3[C:15](=[C:16]([NH:22][CH2:23][C:24]([OH:42])([C:38]([F:39])([F:40])[F:41])[CH2:25][C:26]([C:29]4[CH:34]=[C:33]([F:35])[CH:32]=[CH:31][C:30]=4[OH:36])([CH3:28])[CH3:27])[CH:17]=[C:18]([CH3:21])[CH:19]=3)[CH:14]=[N:13]2)[CH:7]=1, predict the reactants needed to synthesize it. The reactants are: [NH2:1][C:2](=[O:45])[CH2:3][N:4]([CH3:44])[C:5](=[O:43])[C:6]1[CH:11]=[CH:10][CH:9]=[C:8]([N:12]2[C:20]3[C:15](=[C:16]([NH:22][CH2:23][C:24]([OH:42])([C:38]([F:41])([F:40])[F:39])[CH2:25][C:26]([C:29]4[CH:34]=[C:33]([F:35])[CH:32]=[CH:31][C:30]=4[O:36]C)([CH3:28])[CH3:27])[CH:17]=[C:18]([CH3:21])[CH:19]=3)[CH:14]=[N:13]2)[CH:7]=1.C(=O)=O.CC(C)=O.B(Br)(Br)Br. (2) Given the product [CH2:1]=[C:8]1[CH2:13][CH2:12][N:11]([C:14]([O:16][C:17]([CH3:20])([CH3:19])[CH3:18])=[O:15])[CH:10]([C:21]2[CH:26]=[CH:25][CH:24]=[CH:23][CH:22]=2)[CH2:9]1, predict the reactants needed to synthesize it. The reactants are: [CH3:1]C(C)([O-])C.[K+].O=[C:8]1[CH2:13][CH2:12][N:11]([C:14]([O:16][C:17]([CH3:20])([CH3:19])[CH3:18])=[O:15])[CH:10]([C:21]2[CH:26]=[CH:25][CH:24]=[CH:23][CH:22]=2)[CH2:9]1. (3) Given the product [Br:16][C:12]1[C:3]([O:2][CH3:1])=[C:4]2[C:9](=[CH:10][CH:11]=1)[O:8][C:7]([CH3:15])([CH3:14])[CH:6]=[CH:5]2, predict the reactants needed to synthesize it. The reactants are: [CH3:1][O:2][C:3]1[C:12](N)=[CH:11][CH:10]=[C:9]2[C:4]=1[CH:5]=[CH:6][C:7]([CH3:15])([CH3:14])[O:8]2.[BrH:16].N([O-])=O.[Na+].NC1C=CC=CC=1. (4) Given the product [Cl:15][C:9]1[C:10]2[N:11]=[C:2]([F:1])[CH:3]=[CH:4][C:5]=2[N:6]=[CH:7][N:8]=1, predict the reactants needed to synthesize it. The reactants are: [F:1][C:2]1[CH:3]=[CH:4][C:5]2[N:6]=[CH:7][NH:8][C:9](=O)[C:10]=2[N:11]=1.O=P(Cl)(Cl)[Cl:15]. (5) Given the product [CH2:1]([O:8][CH2:9][C:10]([NH:12][C:13]1[C:17]2[CH:18]=[N:19][C:20]([NH:43][C:41]3[CH:40]=[CH:39][N:38]=[C:37]([C:35]4[CH:34]=[N:33][N:32]([S:29]([CH:26]5[CH2:28][CH2:27]5)(=[O:31])=[O:30])[CH:36]=4)[N:42]=3)=[CH:21][C:16]=2[N:15]([CH:23]([CH3:25])[CH3:24])[CH:14]=1)=[O:11])[C:2]1[CH:7]=[CH:6][CH:5]=[CH:4][CH:3]=1, predict the reactants needed to synthesize it. The reactants are: [CH2:1]([O:8][CH2:9][C:10]([NH:12][C:13]1[C:17]2[CH:18]=[N:19][C:20](Cl)=[CH:21][C:16]=2[N:15]([CH:23]([CH3:25])[CH3:24])[CH:14]=1)=[O:11])[C:2]1[CH:7]=[CH:6][CH:5]=[CH:4][CH:3]=1.[CH:26]1([S:29]([N:32]2[CH:36]=[C:35]([C:37]3[N:42]=[C:41]([NH2:43])[CH:40]=[CH:39][N:38]=3)[CH:34]=[N:33]2)(=[O:31])=[O:30])[CH2:28][CH2:27]1.C1(P(C2CCCCC2)C2C=CC=CC=2C2C(C(C)C)=CC(C(C)C)=CC=2C(C)C)CCCCC1.C(=O)([O-])[O-].[Cs+].[Cs+]. (6) Given the product [NH2:1][C:2]1[N:17]=[CH:16][C:15]([C:26]2[CH:25]=[N:24][N:23]([CH2:22][CH2:21][O:20][CH3:19])[CH:27]=2)=[CH:14][C:3]=1[C:4]([NH:6][C:7]1[CH:12]=[CH:11][N:10]=[CH:9][C:8]=1[CH3:13])=[O:5], predict the reactants needed to synthesize it. The reactants are: [NH2:1][C:2]1[N:17]=[CH:16][C:15](Br)=[CH:14][C:3]=1[C:4]([NH:6][C:7]1[CH:12]=[CH:11][N:10]=[CH:9][C:8]=1[CH3:13])=[O:5].[CH3:19][O:20][CH2:21][CH2:22][N:23]1[CH:27]=[C:26](B2OC(C)(C)C(C)(C)O2)[CH:25]=[N:24]1. (7) Given the product [CH2:28]([N:35]1[C:43]2[CH:42]=[CH:41][N:40]=[C:39]([Br:1])[C:38]=2[CH:37]=[CH:36]1)[C:29]1[CH:34]=[CH:33][CH:32]=[CH:31][CH:30]=1, predict the reactants needed to synthesize it. The reactants are: [Br:1]N1C(=O)CCC1=O.C1(P(C2C=CC=CC=2)C2C=CC=CC=2)C=CC=CC=1.[CH2:28]([N:35]1[C:43]2[CH:42]=[CH:41][NH:40][C:39](=O)[C:38]=2[CH:37]=[CH:36]1)[C:29]1[CH:34]=[CH:33][CH:32]=[CH:31][CH:30]=1. (8) Given the product [OH:12][C:8]1[C:9]2[C:4](=[CH:3][C:2]([NH:1][C:19](=[O:34])[C@H:20]([NH:26][C:27](=[O:33])[O:28][C:29]([CH3:30])([CH3:32])[CH3:31])[C:21]3[CH:25]=[CH:24][S:23][CH:22]=3)=[CH:11][CH:10]=2)[CH:5]=[CH:6][N:7]=1, predict the reactants needed to synthesize it. The reactants are: [NH2:1][C:2]1[CH:3]=[C:4]2[C:9](=[CH:10][CH:11]=1)[C:8]([OH:12])=[N:7][CH:6]=[CH:5]2.C([O-])(O)=O.[Na+].F[C:19](=[O:34])[C@H:20]([NH:26][C:27](=[O:33])[O:28][C:29]([CH3:32])([CH3:31])[CH3:30])[C:21]1[CH:25]=[CH:24][S:23][CH:22]=1. (9) The reactants are: FC(F)(F)C(O)=O.C([O:15][C:16]([C:22]1[O:26][C:25]([C:27]2[C:32]([NH2:33])=[CH:31][C:30]([C:34]([F:37])([F:36])[F:35])=[C:29]([O:38][CH3:39])[N:28]=2)=[N:24][N:23]=1)([CH3:21])[C:17]([F:20])([F:19])[F:18])C1C=CC=CC=1.C([O-])=O.[NH4+]. Given the product [NH2:33][C:32]1[C:27]([C:25]2[O:26][C:22]([C:16]([OH:15])([CH3:21])[C:17]([F:20])([F:19])[F:18])=[N:23][N:24]=2)=[N:28][C:29]([O:38][CH3:39])=[C:30]([C:34]([F:35])([F:37])[F:36])[CH:31]=1, predict the reactants needed to synthesize it. (10) The reactants are: [CH2:1]([N:3]=[C:4]=[O:5])[CH3:2].[OH:6][N:7]1[C:12]([CH3:14])([CH3:13])[CH2:11][CH:10]([OH:15])[CH2:9][C:8]1([CH3:17])[CH3:16]. Given the product [CH2:1]([NH:3][C:4](=[O:5])[O:15][CH:10]1[CH2:11][C:12]([CH3:13])([CH3:14])[N:7]([O:6][C:4](=[O:5])[NH:3][CH2:1][CH3:2])[C:8]([CH3:17])([CH3:16])[CH2:9]1)[CH3:2], predict the reactants needed to synthesize it.